Dataset: Forward reaction prediction with 1.9M reactions from USPTO patents (1976-2016). Task: Predict the product of the given reaction. (1) Given the reactants C(=O)([O-])O.[Na+].Cl.[NH2:7][OH:8].[F:9][C:10]([F:30])([F:29])[C:11]1[CH:16]=[C:15]([C:17]([F:20])([F:19])[F:18])[CH:14]=[CH:13][C:12]=1[C:21]1[CH:26]=[CH:25][N:24]=[C:23]([C:27]#[N:28])[CH:22]=1, predict the reaction product. The product is: [F:30][C:10]([F:29])([F:9])[C:11]1[CH:16]=[C:15]([C:17]([F:18])([F:19])[F:20])[CH:14]=[CH:13][C:12]=1[C:21]1[CH:26]=[CH:25][N:24]=[C:23]([C:27](=[N:7][OH:8])[NH2:28])[CH:22]=1. (2) Given the reactants [Cl:1][C:2]1[CH:3]=[C:4]2[C:13](=[C:14]3[C:19]=1[CH:18]=[CH:17][CH:16]=[N:15]3)[NH:12][S:11](=[O:21])(=[O:20])[C:10]1[C:5]2=[CH:6][C:7](F)=[CH:8][CH:9]=1.[CH2:23]([NH2:30])[C:24]1[CH:29]=[CH:28][CH:27]=[CH:26][CH:25]=1, predict the reaction product. The product is: [CH2:23]([NH:30][C:7]1[CH:6]=[C:5]2[C:10]([S:11](=[O:21])(=[O:20])[NH:12][C:13]3[C:4]2=[CH:3][C:2]([Cl:1])=[C:19]2[C:14]=3[N:15]=[CH:16][CH:17]=[CH:18]2)=[CH:9][CH:8]=1)[C:24]1[CH:29]=[CH:28][CH:27]=[CH:26][CH:25]=1. (3) Given the reactants [CH3:1][O:2][C:3](=[O:37])[C:4]([C:9]1[CH:10]=[C:11]([C:28]2[CH:33]=[C:32]([C:34]#[N:35])[CH:31]=[CH:30][C:29]=2[OH:36])[C:12]([OH:27])=[C:13]([C:15]2[NH:19][C:18]3[CH:20]=[CH:21][C:22]([C:24](=[NH:26])[NH2:25])=[CH:23][C:17]=3[N:16]=2)[CH:14]=1)([CH2:7][OH:8])[CH2:5][OH:6].CO, predict the reaction product. The product is: [CH3:1][O:2][C:3](=[O:37])[C:4]([C:9]1[CH:10]=[C:11]([C:28]2[CH:33]=[C:32]([CH2:34][NH2:35])[CH:31]=[CH:30][C:29]=2[OH:36])[C:12]([OH:27])=[C:13]([C:15]2[NH:19][C:18]3[CH:20]=[CH:21][C:22]([C:24](=[NH:25])[NH2:26])=[CH:23][C:17]=3[N:16]=2)[CH:14]=1)([CH2:5][OH:6])[CH2:7][OH:8]. (4) Given the reactants [CH2:1]([O:3][C:4]([C:6]1[N:7]=[CH:8][N:9]([CH2:17][CH:18]2[CH2:23][CH2:22][CH2:21][CH2:20][N:19]2C(OC(C)(C)C)=O)[C:10]=1[C:11]1[CH:16]=[CH:15][CH:14]=[CH:13][CH:12]=1)=[O:5])[CH3:2].C(O)(C(F)(F)F)=O, predict the reaction product. The product is: [C:11]1([C:10]2[N:9]([CH2:17][CH:18]3[CH2:23][CH2:22][CH2:21][CH2:20][NH:19]3)[CH:8]=[N:7][C:6]=2[C:4]([O:3][CH2:1][CH3:2])=[O:5])[CH:12]=[CH:13][CH:14]=[CH:15][CH:16]=1. (5) Given the reactants [Br:1][C:2]1[CH:3]=[CH:4][C:5]([NH2:8])=[N:6][CH:7]=1.Cl[C:10]1[C:19]2=[N:20][N:21](CC3C=CC(OC)=CC=3)[CH:22]=[C:18]2[C:17]2[CH:16]=[CH:15][CH:14]=[CH:13][C:12]=2[N:11]=1, predict the reaction product. The product is: [Br:1][C:2]1[CH:3]=[CH:4][C:5]([NH:8][C:10]2[C:19]3[NH:20][N:21]=[CH:22][C:18]=3[C:17]3[CH:16]=[CH:15][CH:14]=[CH:13][C:12]=3[N:11]=2)=[N:6][CH:7]=1.